Task: Predict the reaction yield, written as a fraction of the theoretical maximum amount of product (1.0 means a 100% yield; for example, 0.34 means a 34% yield).. Dataset: Reaction yield outcomes from USPTO patents with 853,638 reactions (1) The reactants are Br[C:2]1[CH:3]=[CH:4][C:5]([Cl:14])=[C:6]([CH:13]=1)[C:7]([NH:9][CH:10]1[CH2:12][CH2:11]1)=[O:8].[CH3:15][O:16][CH2:17]/[CH:18]=[CH:19]/B1OC(C)(C)C(C)(C)O1.C([O-])([O-])=O.[Na+].[Na+].Cl. The catalyst is CN(C=O)C.C(O)CC. The product is [Cl:14][C:5]1[CH:4]=[CH:3][C:2]([CH:19]=[CH:18][CH2:17][O:16][CH3:15])=[CH:13][C:6]=1[C:7]([NH:9][CH:10]1[CH2:12][CH2:11]1)=[O:8]. The yield is 0.680. (2) The reactants are [OH-].[K+].[C:3]([C:6]1[N:11]=[C:10]([C:12]2[CH:17]=[CH:16][C:15]([C:18]3[CH:23]=[CH:22][C:21]([CH2:24][C:25]([O:27]C)=[O:26])=[CH:20][C:19]=3[Cl:29])=[C:14]([Cl:30])[CH:13]=2)[C:9]([CH3:31])=[N:8][C:7]=1[CH3:32])(=[O:5])[NH2:4].Cl. The catalyst is C(O)(C)(C)C.C(O)C. The product is [C:3]([C:6]1[N:11]=[C:10]([C:12]2[CH:17]=[CH:16][C:15]([C:18]3[CH:23]=[CH:22][C:21]([CH2:24][C:25]([OH:27])=[O:26])=[CH:20][C:19]=3[Cl:29])=[C:14]([Cl:30])[CH:13]=2)[C:9]([CH3:31])=[N:8][C:7]=1[CH3:32])(=[O:5])[NH2:4]. The yield is 0.517. (3) The reactants are C([O:5][C:6](=[O:38])[C:7]([S:10][C:11]1[CH:20]=[CH:19][C:18]2[CH2:17][CH:16]([N:21]([CH2:36][CH3:37])[C:22]([NH:24][C:25]3[CH:30]=[CH:29][C:28]([O:31][C:32]([F:35])([F:34])[F:33])=[CH:27][CH:26]=3)=[O:23])[CH2:15][CH2:14][C:13]=2[CH:12]=1)([CH3:9])[CH3:8])(C)(C)C.C(O)(C(F)(F)F)=O. The catalyst is C(Cl)Cl. The product is [CH2:36]([N:21]([CH:16]1[CH2:15][CH2:14][C:13]2[CH:12]=[C:11]([S:10][C:7]([CH3:8])([CH3:9])[C:6]([OH:38])=[O:5])[CH:20]=[CH:19][C:18]=2[CH2:17]1)[C:22]([NH:24][C:25]1[CH:26]=[CH:27][C:28]([O:31][C:32]([F:35])([F:33])[F:34])=[CH:29][CH:30]=1)=[O:23])[CH3:37]. The yield is 0.430.